Dataset: Full USPTO retrosynthesis dataset with 1.9M reactions from patents (1976-2016). Task: Predict the reactants needed to synthesize the given product. (1) Given the product [N+:13]([C:10]1[CH:9]=[C:6]2[C:5](=[CH:12][CH:11]=1)[NH:3][N:2]=[C:7]2[NH2:8])([O-:16])=[O:1], predict the reactants needed to synthesize it. The reactants are: [OH2:1].[NH2:2][NH2:3].Cl[C:5]1[CH:12]=[CH:11][C:10]([N+:13]([O-])=O)=[CH:9][C:6]=1[C:7]#[N:8].[OH2:16]. (2) Given the product [CH2:20]([Sn:15]([CH2:11][CH2:12][CH2:13][CH3:14])([CH2:16][CH2:17][CH2:18][CH3:19])[C:5]1[O:1][CH2:2][CH2:3][CH:4]=1)[CH2:21][CH2:22][CH3:23], predict the reactants needed to synthesize it. The reactants are: [O:1]1[CH:5]=[CH:4][CH2:3][CH2:2]1.C([Li])(C)(C)C.[CH2:11]([Sn:15](Cl)([CH2:20][CH2:21][CH2:22][CH3:23])[CH2:16][CH2:17][CH2:18][CH3:19])[CH2:12][CH2:13][CH3:14]. (3) Given the product [C:1]([O:5][C:6]([C:8]1[S:9][C:10]([CH2:13][Br:20])=[CH:11][CH:12]=1)=[O:7])([CH3:4])([CH3:3])[CH3:2], predict the reactants needed to synthesize it. The reactants are: [C:1]([O:5][C:6]([C:8]1[S:9][C:10]([CH3:13])=[CH:11][CH:12]=1)=[O:7])([CH3:4])([CH3:3])[CH3:2].C1CCCCC1.[Br:20]N1C(=O)CCC1=O. (4) Given the product [Cl:1][C:2]1[CH:3]=[CH:4][C:5]2[CH2:12][CH2:11][N:10]([CH3:13])[CH2:9][CH2:8][N:7]3[C:6]=2[C:15]=1[C:16]1[CH2:21][CH2:20][CH2:19][CH2:18][C:17]=13, predict the reactants needed to synthesize it. The reactants are: [Cl:1][C:2]1[CH:3]=[CH:4][C:5]2[CH2:12][CH2:11][N:10]([CH3:13])[CH2:9][CH2:8][N:7](N)[C:6]=2[CH:15]=1.[C:16]1(=O)[CH2:21][CH2:20][CH2:19][CH2:18][CH2:17]1.O.C1(C)C=CC(S(O)(=O)=O)=CC=1. (5) Given the product [CH:1]([C:3]1[CH:4]=[C:5]2[C:9](=[CH:10][CH:11]=1)/[C:8](=[N:14]/[OH:15])/[CH2:7][CH2:6]2)=[CH2:2], predict the reactants needed to synthesize it. The reactants are: [CH:1]([C:3]1[CH:4]=[C:5]2[C:9](=[CH:10][CH:11]=1)[C:8](=O)[CH2:7][CH2:6]2)=[CH2:2].Cl.[NH2:14][OH:15].C([O-])(=O)C.[Na+]. (6) Given the product [CH3:13][O:14][C:15]1[N:16]=[C:17]([O:23][CH3:24])[C:18]([CH:25]([OH:27])[CH3:26])=[C:19]([O:21][CH3:22])[N:20]=1, predict the reactants needed to synthesize it. The reactants are: C(NC(C)C)(C)C.C([Li])CCC.[CH3:13][O:14][C:15]1[N:20]=[C:19]([O:21][CH3:22])[CH:18]=[C:17]([O:23][CH3:24])[N:16]=1.[CH:25](=[O:27])[CH3:26].